This data is from Reaction yield outcomes from USPTO patents with 853,638 reactions. The task is: Predict the reaction yield, written as a fraction of the theoretical maximum amount of product (1.0 means a 100% yield; for example, 0.34 means a 34% yield). (1) The product is [N:12]1[CH:17]=[CH:16][C:15]([C:2]2[C:6]3[C:7](=[O:11])[NH:8][CH:9]=[CH:10][C:5]=3[O:4][CH:3]=2)=[CH:14][CH:13]=1. The catalyst is CC(=O)OCC.C1(C)C=CC=CC=1.C(O)C. The yield is 0.434. The reactants are Br[C:2]1[C:6]2[C:7](=[O:11])[NH:8][CH:9]=[CH:10][C:5]=2[O:4][CH:3]=1.[N:12]1[CH:17]=[CH:16][C:15](B(O)O)=[CH:14][CH:13]=1.C([O-])([O-])=O.[Na+].[Na+].Cl. (2) The reactants are C[O:2]C1C(OC)=CC2N(C)C(=O)CN=C(C3C=C(C=CC=3)C#N)C=2C=1.[CH2:26]([N:28]1[C:34]2[CH:35]=[C:36]([O:41][CH3:42])[C:37]([O:39][CH3:40])=[CH:38][C:33]=2[C:32]([C:43]2[CH:44]=[C:45]([CH:48]=[CH:49][CH:50]=2)[C:46]#[N:47])=[N:31][CH2:30][C:29]1=[O:51])[CH3:27]. No catalyst specified. The product is [CH2:26]([N:28]1[C:34]2[CH:35]=[C:36]([O:41][CH3:42])[C:37]([O:39][CH3:40])=[CH:38][C:33]=2[C:32]([C:43]2[CH:44]=[C:45]([CH:48]=[CH:49][CH:50]=2)[C:46]([NH2:47])=[O:2])=[N:31][CH2:30][C:29]1=[O:51])[CH3:27]. The yield is 0.530. (3) The reactants are [Cl:1][C:2]1[CH:7]=[CH:6][N:5]=[C:4]([NH2:8])[C:3]=1[I:9].[N+:10]([O-])([O-:12])=[O:11].[K+].[OH-].[NH4+]. The catalyst is OS(O)(=O)=O. The product is [Cl:1][C:2]1[C:7]([N+:10]([O-:12])=[O:11])=[CH:6][N:5]=[C:4]([NH2:8])[C:3]=1[I:9]. The yield is 0.290. (4) The reactants are C([O-])([O-])=O.[K+].[K+].[NH:7]1[C:15]2[C:10](=[CH:11][CH:12]=[C:13]([C:16]([O:18][CH2:19][CH3:20])=[O:17])[CH:14]=2)[CH:9]=[C:8]1[C:21]([O:23][CH2:24][CH3:25])=[O:22].Br[CH:27]([CH3:30])[C:28]#[N:29]. The catalyst is CN(C=O)C. The product is [C:28]([CH:27]([N:7]1[C:15]2[C:10](=[CH:11][CH:12]=[C:13]([C:16]([O:18][CH2:19][CH3:20])=[O:17])[CH:14]=2)[CH:9]=[C:8]1[C:21]([O:23][CH2:24][CH3:25])=[O:22])[CH3:30])#[N:29]. The yield is 0.910. (5) The reactants are [Cl:1][C:2]1[N:3]=[C:4]([C:9]([NH:11][C@H:12]2[CH2:17][CH2:16][N:15]([C:18]3[O:19][C:20]([CH:30]([CH3:32])[CH3:31])=[C:21]([C:23]([O:25]CCCC)=[O:24])[N:22]=3)[CH2:14][C@H:13]2[O:33][CH3:34])=[O:10])[NH:5][C:6]=1[CH2:7][CH3:8].[OH-].[Li+].CO. The catalyst is C1COCC1. The product is [Cl:1][C:2]1[N:3]=[C:4]([C:9]([NH:11][C@H:12]2[CH2:17][CH2:16][N:15]([C:18]3[O:19][C:20]([CH:30]([CH3:31])[CH3:32])=[C:21]([C:23]([OH:25])=[O:24])[N:22]=3)[CH2:14][C@H:13]2[O:33][CH3:34])=[O:10])[NH:5][C:6]=1[CH2:7][CH3:8]. The yield is 0.900. (6) The catalyst is O.[OH-].[K+]. The yield is 0.850. The product is [CH3:9][O:8][C:6]1[C:5]([O:10][CH3:11])=[CH:4][C:3]([C:12](=[O:14])[CH3:13])=[C:2](/[N:1]=[N:16]/[N:20]2[CH2:24][CH2:23][CH2:22][CH2:21]2)[CH:7]=1. The reactants are [NH2:1][C:2]1[CH:7]=[C:6]([O:8][CH3:9])[C:5]([O:10][CH3:11])=[CH:4][C:3]=1[C:12](=[O:14])[CH3:13].Cl.[N:16]([O-])=O.[Na+].[NH:20]1[CH2:24][CH2:23][CH2:22][CH2:21]1. (7) The product is [CH3:12][C:13]1[CH:18]=[CH:17][C:16]([C:2]([NH2:22])([C:6]2[CH:11]=[CH:10][CH:9]=[CH:8][CH:7]=2)[C:3]([OH:5])=[O:4])=[CH:15][CH:14]=1. The reactants are Br[CH:2]([C:6]1[CH:11]=[CH:10][CH:9]=[CH:8][CH:7]=1)[C:3]([OH:5])=[O:4].[CH3:12][C:13]1[CH:18]=[CH:17][C:16](N)=[CH:15][CH:14]=1.C(#[N:22])C. The yield is 0.780. No catalyst specified. (8) The reactants are P(Br)(Br)[Br:2].[CH2:5]([O:7][C:8]([C:10]1[CH:11]=[N:12][C:13]2[C:18]([C:19]=1O)=[CH:17][C:16]([O:21][CH3:22])=[CH:15][CH:14]=2)=[O:9])[CH3:6]. The catalyst is CN(C=O)C. The product is [CH2:5]([O:7][C:8]([C:10]1[CH:11]=[N:12][C:13]2[C:18]([C:19]=1[Br:2])=[CH:17][C:16]([O:21][CH3:22])=[CH:15][CH:14]=2)=[O:9])[CH3:6]. The yield is 0.780. (9) The reactants are [B:10]1([B:10]2[O:14][C:13]([CH3:16])([CH3:15])[C:12]([CH3:18])([CH3:17])[O:11]2)[O:14][C:13]([CH3:16])([CH3:15])[C:12]([CH3:18])([CH3:17])[O:11]1.Br[C:20]1[CH:21]=[C:22]([C:26]([NH2:28])=[O:27])[N:23]([CH3:25])[CH:24]=1.C([O-])(=O)C.[K+].CC(C1C=C(C(C)C)C(C2C=CC=CC=2P(C2CCCCC2)C2CCCCC2)=C(C(C)C)C=1)C. The catalyst is C1C=CC(/C=C/C(/C=C/C2C=CC=CC=2)=O)=CC=1.C1C=CC(/C=C/C(/C=C/C2C=CC=CC=2)=O)=CC=1.[Pd].O.O1CCOCC1. The product is [CH3:25][N:23]1[CH:24]=[C:20]([B:10]2[O:11][C:12]([CH3:17])([CH3:18])[C:13]([CH3:15])([CH3:16])[O:14]2)[CH:21]=[C:22]1[C:26]([NH2:28])=[O:27]. The yield is 0.790. (10) The reactants are [CH:1]1[C:10]2[C:5](=[CH:6][CH:7]=[CH:8][CH:9]=2)[C:4]([NH:11][C:12](=[O:20])OC2C=CC=CC=2)=[CH:3][N:2]=1.[CH:21]1([S:27][C:28]2[C:33]([CH2:34][NH2:35])=[CH:32][CH:31]=[C:30]([C:36]([F:39])([F:38])[F:37])[N:29]=2)[CH2:26][CH2:25][CH2:24][CH2:23][CH2:22]1.C(N(CC)CC)C. The catalyst is CS(C)=O.O. The product is [CH:21]1([S:27][C:28]2[C:33]([CH2:34][NH:35][C:12]([NH:11][C:4]3[C:5]4[C:10](=[CH:9][CH:8]=[CH:7][CH:6]=4)[CH:1]=[N:2][CH:3]=3)=[O:20])=[CH:32][CH:31]=[C:30]([C:36]([F:38])([F:39])[F:37])[N:29]=2)[CH2:22][CH2:23][CH2:24][CH2:25][CH2:26]1. The yield is 0.140.